Dataset: Forward reaction prediction with 1.9M reactions from USPTO patents (1976-2016). Task: Predict the product of the given reaction. (1) Given the reactants [H-].[Na+].[F:3][C:4]1[C:9]([O:10][C:11]([F:14])([F:13])[F:12])=[CH:8][CH:7]=[CH:6][C:5]=1[NH:15][C:16]([CH:18]1[CH2:23][CH:22]2[CH:20]([CH2:21]2)[N:19]1[C:24](=[O:39])[CH2:25][N:26]1[C:34]2[C:29](=[CH:30][C:31]([OH:35])=[CH:32][CH:33]=2)[C:28]([C:36](=[O:38])[CH3:37])=[N:27]1)=[O:17].Br[CH2:41][CH2:42][O:43][CH3:44], predict the reaction product. The product is: [F:3][C:4]1[C:9]([O:10][C:11]([F:14])([F:13])[F:12])=[CH:8][CH:7]=[CH:6][C:5]=1[NH:15][C:16]([C@@H:18]1[CH2:23][C@@H:22]2[C@@H:20]([CH2:21]2)[N:19]1[C:24](=[O:39])[CH2:25][N:26]1[C:34]2[C:29](=[CH:30][C:31]([O:35][CH2:41][CH2:42][O:43][CH3:44])=[CH:32][CH:33]=2)[C:28]([C:36](=[O:38])[CH3:37])=[N:27]1)=[O:17]. (2) Given the reactants [NH2:1][C:2]1[N:6]([C:7]2[CH:12]=[CH:11][C:10]([F:13])=[CH:9][CH:8]=2)[N:5]=[CH:4][C:3]=1[C:14]([NH:16][CH2:17][C:18]([CH2:24][NH:25][CH2:26][CH3:27])([OH:23])[C:19]([F:22])([F:21])[F:20])=[O:15].C(N(C(C)C)CC)(C)C.[F:37][C:38]1[CH:46]=[CH:45][CH:44]=[C:43]([F:47])[C:39]=1[C:40](Cl)=[O:41], predict the reaction product. The product is: [NH2:1][C:2]1[N:6]([C:7]2[CH:8]=[CH:9][C:10]([F:13])=[CH:11][CH:12]=2)[N:5]=[CH:4][C:3]=1[C:14]([NH:16][CH2:17][C:18]([CH2:24][N:25]([C:40]([C:39]1[C:38]([F:37])=[CH:46][CH:45]=[CH:44][C:43]=1[F:47])=[O:41])[CH2:26][CH3:27])([OH:23])[C:19]([F:22])([F:21])[F:20])=[O:15]. (3) Given the reactants [CH3:1][C:2]1[C:3]2[CH2:16][CH2:15][N:14]([C:17]([O:19][C:20]([CH3:23])([CH3:22])[CH3:21])=[O:18])[CH2:13][CH2:12][C:4]=2[CH:5]=[C:6]2[C:11]=1[NH:10][CH2:9][CH2:8][CH2:7]2.C(N(CC)CC)C.[CH2:31]([N:33]=[C:34]=[O:35])[CH3:32].C1(C)C=CC=CC=1, predict the reaction product. The product is: [CH2:31]([NH:33][C:34]([N:10]1[C:11]2[C:6](=[CH:5][C:4]3[CH2:12][CH2:13][N:14]([C:17]([O:19][C:20]([CH3:23])([CH3:22])[CH3:21])=[O:18])[CH2:15][CH2:16][C:3]=3[C:2]=2[CH3:1])[CH2:7][CH2:8][CH2:9]1)=[O:35])[CH3:32].